From a dataset of Serine/threonine kinase 33 screen with 319,792 compounds. Binary Classification. Given a drug SMILES string, predict its activity (active/inactive) in a high-throughput screening assay against a specified biological target. The compound is s1c2c(cc(NCCC3N(CCC3)C)cc2)c(=O)c2c1cccc2. The result is 1 (active).